Dataset: Catalyst prediction with 721,799 reactions and 888 catalyst types from USPTO. Task: Predict which catalyst facilitates the given reaction. (1) Reactant: Br[C:2]1[CH:3]=[C:4]([CH:7]=[CH:8][C:9]=1/[N:10]=[N:11]/[C:12]1[CH:17]=[C:16]([O:18][CH2:19][CH:20]([CH2:25][CH3:26])[CH2:21][CH2:22][CH2:23][CH3:24])[C:15]([N:27]([CH2:33][CH2:34][CH2:35][CH2:36][CH3:37])[CH2:28][CH2:29][CH2:30][CH2:31][CH3:32])=[CH:14][C:13]=1[O:38][CH2:39][CH:40]([CH2:45][CH3:46])[CH2:41][CH2:42][CH2:43][CH3:44])[C:5]#[N:6].[C:47]([Cu])#[N:48].N. Product: [CH2:33]([N:27]([CH2:28][CH2:29][CH2:30][CH2:31][CH3:32])[C:15]1[C:16]([O:18][CH2:19][CH:20]([CH2:25][CH3:26])[CH2:21][CH2:22][CH2:23][CH3:24])=[CH:17][C:12](/[N:11]=[N:10]/[C:9]2[CH:8]=[CH:7][C:4]([C:5]#[N:6])=[CH:3][C:2]=2[C:47]#[N:48])=[C:13]([O:38][CH2:39][CH:40]([CH2:45][CH3:46])[CH2:41][CH2:42][CH2:43][CH3:44])[CH:14]=1)[CH2:34][CH2:35][CH2:36][CH3:37]. The catalyst class is: 3. (2) Reactant: [H-].[Na+].[NH2:3][CH:4]([CH:7]([CH3:9])[CH3:8])[CH2:5]O.[Cl:10][C:11]1[CH:16]=[C:15]([Cl:17])[CH:14]=[C:13]([Cl:18])[C:12]=1[S:19](Cl)(=[O:21])=[O:20].[Cl-].[NH4+]. Product: [CH:7]([CH:4]1[CH2:5][N:3]1[S:19]([C:12]1[C:13]([Cl:18])=[CH:14][C:15]([Cl:17])=[CH:16][C:11]=1[Cl:10])(=[O:21])=[O:20])([CH3:9])[CH3:8]. The catalyst class is: 1. (3) Reactant: [NH:1]1[C:9]2[C:4](=[CH:5][CH:6]=[CH:7][CH:8]=2)[CH:3]=[CH:2]1.[C:10](Cl)(=[O:14])[C:11]([Cl:13])=[O:12].C1COCC1. Product: [ClH:13].[NH:1]1[C:9]2[C:4](=[CH:5][CH:6]=[CH:7][CH:8]=2)[C:3]([C:10](=[O:14])[C:11]([Cl:13])=[O:12])=[CH:2]1. The catalyst class is: 27. (4) Reactant: [CH3:1][C:2]1([CH3:14])[CH:4]2[CH2:5][C:6]3[C:10]([CH:3]12)=[N:9][NH:8][C:7]=3[C:11]([NH2:13])=O.FC(F)(F)C(OC(=O)C(F)(F)F)=O.C(OCC)(=O)C. Product: [CH3:1][C:2]1([CH3:14])[CH:4]2[CH2:5][C:6]3[C:10]([CH:3]12)=[N:9][NH:8][C:7]=3[C:11]#[N:13]. The catalyst class is: 1. (5) Product: [NH2:1][C:2]1[C:11]2[C:6](=[N:7][CH:8]=[CH:9][CH:10]=2)[N:5]([OH:12])[C:4](=[O:20])[C:3]=1[C:21]([O:23][CH2:24][CH3:25])=[O:22]. Reactant: [NH2:1][C:2]1[C:11]2[C:6](=[N:7][CH:8]=[CH:9][CH:10]=2)[N:5]([O:12]CC2C=CC=CC=2)[C:4](=[O:20])[C:3]=1[C:21]([O:23][CH2:24][CH3:25])=[O:22]. The catalyst class is: 50. (6) Reactant: Br[CH:2]([C:8]([C:10]1[CH:15]=[CH:14][C:13]([Cl:16])=[CH:12][C:11]=1[Cl:17])=O)[C:3]([O:5][CH2:6][CH3:7])=[O:4].[NH2:18][C:19]([NH2:21])=[S:20]. Product: [NH2:21][C:19]1[S:20][C:2]([C:3]([O:5][CH2:6][CH3:7])=[O:4])=[C:8]([C:10]2[CH:15]=[CH:14][C:13]([Cl:16])=[CH:12][C:11]=2[Cl:17])[N:18]=1. The catalyst class is: 8. (7) Reactant: [Cl:1][C:2]1[CH:7]=[CH:6][C:5]([C:8]2[C:9]([C:20]3[CH:25]=[CH:24][C:23]([OH:26])=[CH:22][CH:21]=3)=[C:10]([CH2:13][CH2:14][C:15]([O:17]CC)=[O:16])[S:11][CH:12]=2)=[C:4]([O:27][CH3:28])[CH:3]=1.[OH-].[Na+]. Product: [Cl:1][C:2]1[CH:7]=[CH:6][C:5]([C:8]2[C:9]([C:20]3[CH:25]=[CH:24][C:23]([OH:26])=[CH:22][CH:21]=3)=[C:10]([CH2:13][CH2:14][C:15]([OH:17])=[O:16])[S:11][CH:12]=2)=[C:4]([O:27][CH3:28])[CH:3]=1. The catalyst class is: 88.